From a dataset of Drug-target binding data from BindingDB using Ki measurements. Regression. Given a target protein amino acid sequence and a drug SMILES string, predict the binding affinity score between them. We predict pKi (pKi = -log10(Ki in M); higher means stronger inhibition). Dataset: bindingdb_ki. The compound is O=[N+]([O-])c1ccc(CC[N@H+]2CC(O)[C@@H](CO)C2)cc1. The target protein (P11172) has sequence MAVARAALGPLVTGLYDVQAFKFGDFVLKSGLSSPIYIDLRGIVSRPRLLSQVADILFQTAQNAGISFDTVCGVPYTALPLATVICSTNQIPMLIRRKETKDYGTKRLVEGTINPGETCLIIEDVVTSGSSVLETVEVLQKEGLKVTDAIVLLDREQGGKDKLQAHGIRLHSVCTLSKMLEILEQQKKVDAETVGRVKRFIQENVFVAANHNGSPLSIKEAPKELSFGARAELPRIHPVASKLLRLMQKKETNLCLSADVSLARELLQLADALGPSICMLKTHVDILNDFTLDVMKELITLAKCHEFLIFEDRKFADIGNTVKKQYEGGIFKIASWADLVNAHVVPGSGVVKGLQEVGLPLHRGCLLIAEMSSTGSLATGDYTRAAVRMAEEHSEFVVGFISGSRVSMKPEFLHLTPGVQLEAGGDNLGQQYNSPQEVIGKRGSDIIIVGRGIISAADRLEAAEMYRKAAWEAYLSRLGV. The pKi is 6.6.